Task: Regression. Given a peptide amino acid sequence and an MHC pseudo amino acid sequence, predict their binding affinity value. This is MHC class I binding data.. Dataset: Peptide-MHC class I binding affinity with 185,985 pairs from IEDB/IMGT (1) The peptide sequence is TTGAEKPKF. The MHC is HLA-A29:02 with pseudo-sequence HLA-A29:02. The binding affinity (normalized) is 0. (2) The peptide sequence is RLSAAIGKAW. The MHC is HLA-B58:01 with pseudo-sequence HLA-B58:01. The binding affinity (normalized) is 0.831. (3) The peptide sequence is TPVMSRFAA. The MHC is HLA-A02:19 with pseudo-sequence HLA-A02:19. The binding affinity (normalized) is 0.0847. (4) The peptide sequence is HSRRSRRSL. The MHC is HLA-A02:03 with pseudo-sequence HLA-A02:03. The binding affinity (normalized) is 0.0847. (5) The peptide sequence is QTNPYPTGP. The MHC is Mamu-B03 with pseudo-sequence Mamu-B03. The binding affinity (normalized) is 0.